From a dataset of Forward reaction prediction with 1.9M reactions from USPTO patents (1976-2016). Predict the product of the given reaction. (1) Given the reactants N[C:2]1[C:3]2[C:25]([CH3:32])([C:26]([NH:28][CH:29]3[CH2:31][CH2:30]3)=[O:27])[C:24](=[O:33])[NH:23][C:4]=2[N:5]=[C:6]([C:8]2[C:16]3[C:11](=[N:12][CH:13]=[CH:14][CH:15]=3)[N:10]([CH2:17][CH2:18][C:19]([F:22])([F:21])[F:20])[N:9]=2)[N:7]=1.N(OCCC(C)C)=O.[I:42]CI, predict the reaction product. The product is: [CH:29]1([NH:28][C:26]([C:25]2([CH3:32])[C:3]3[C:2]([I:42])=[N:7][C:6]([C:8]4[C:16]5[C:11](=[N:12][CH:13]=[CH:14][CH:15]=5)[N:10]([CH2:17][CH2:18][C:19]([F:21])([F:20])[F:22])[N:9]=4)=[N:5][C:4]=3[NH:23][C:24]2=[O:33])=[O:27])[CH2:31][CH2:30]1. (2) Given the reactants C(C1C=C[C:6]([C@:9]23[CH2:35][C:25]4([NH:29][C@H:28]([C:30]([O:32][CH2:33][CH3:34])=[O:31])[CH2:27][S:26]4)[CH2:24][N:10]2[C:11](=[O:23])[N:12]([C:15]2C=C(Cl)C=C(Cl)C=2)[C:13]3=[O:14])=[CH:5]C=1)#N.[C:36](Cl)(=[O:38])[CH3:37], predict the reaction product. The product is: [C:36]([N:29]1[C@@H:28]([C:30]([O:32][CH2:33][CH3:34])=[O:31])[CH2:27][S:26][C:25]21[CH2:24][N:10]1[C:11](=[O:23])[N:12]([CH3:15])[C:13](=[O:14])[C@:9]1([CH2:6][CH3:5])[CH2:35]2)(=[O:38])[CH3:37]. (3) Given the reactants [N+:1]([C:4]1[CH:5]=[CH:6][C:7]([N:10]2[CH2:14][CH2:13][CH2:12][CH2:11]2)=[N:8][CH:9]=1)([O-])=O.C([O-])=O.[NH4+].Cl.CCOCC, predict the reaction product. The product is: [N:10]1([C:7]2[N:8]=[CH:9][C:4]([NH2:1])=[CH:5][CH:6]=2)[CH2:14][CH2:13][CH2:12][CH2:11]1. (4) The product is: [Cl:14][C:5]1[CH:6]=[CH:7][CH:8]=[C:9]2[C:4]=1[N:3]=[C:2]([C:17]1[CH:18]=[CH:19][CH:20]=[CH:21][C:16]=1[Cl:15])[C:11]([CH:12]=[O:13])=[CH:10]2. Given the reactants Cl[C:2]1[C:11]([CH:12]=[O:13])=[CH:10][C:9]2[C:4](=[C:5]([Cl:14])[CH:6]=[CH:7][CH:8]=2)[N:3]=1.[Cl:15][C:16]1[CH:21]=[CH:20][CH:19]=[CH:18][C:17]=1B(O)O.C(=O)([O-])[O-].[Na+].[Na+], predict the reaction product. (5) Given the reactants [CH2:1]([O:8][C:9](=[O:28])[NH:10][CH:11]([CH2:26]O)[CH2:12][CH2:13][CH2:14][N:15]1[C:19](=[O:20])[C:18]2=[CH:21][CH:22]=[CH:23][CH:24]=[C:17]2[C:16]1=[O:25])[C:2]1[CH:7]=[CH:6][CH:5]=[CH:4][CH:3]=1.[Br:29]C(Br)(Br)Br, predict the reaction product. The product is: [CH2:1]([O:8][C:9](=[O:28])[NH:10][CH:11]([CH2:26][Br:29])[CH2:12][CH2:13][CH2:14][N:15]1[C:19](=[O:20])[C:18]2=[CH:21][CH:22]=[CH:23][CH:24]=[C:17]2[C:16]1=[O:25])[C:2]1[CH:7]=[CH:6][CH:5]=[CH:4][CH:3]=1. (6) Given the reactants CN(CCN([CH2:8][CH2:9]N(C)C)C)C.CCCCCCCCCCCCCCCC.[Br:29][CH:30](C)[C:31](OC)=O.N#N.[O:38]=[C:39]1[O:45][C@H:44]([C@H:46]([CH2:48][OH:49])O)[C:42](O)=[C:40]1O.[OH2:50], predict the reaction product. The product is: [C:39]([O:45][CH2:44][CH2:46][C:48]([O:49][C:30]([Br:29])([CH2:8][CH3:9])[CH3:31])=[O:50])(=[O:38])[CH:40]=[CH2:42]. (7) Given the reactants [NH2:1][C:2]1[C:7]([CH:8]=[O:9])=[C:6](Cl)[N:5]=[CH:4][N:3]=1.[F:11][C:12]1[CH:13]=[C:14]([CH:26]=[CH:27][CH:28]=1)[CH2:15][N:16]1[C:24]2[C:19](=[CH:20][C:21]([NH2:25])=[CH:22][CH:23]=2)[CH:18]=[N:17]1.C(N(C(C)C)CC)(C)C, predict the reaction product. The product is: [NH2:1][C:2]1[C:7]([CH:8]=[O:9])=[C:6]([NH:25][C:21]2[CH:20]=[C:19]3[C:24](=[CH:23][CH:22]=2)[N:16]([CH2:15][C:14]2[CH:26]=[CH:27][CH:28]=[C:12]([F:11])[CH:13]=2)[N:17]=[CH:18]3)[N:5]=[CH:4][N:3]=1. (8) Given the reactants [Cl:1][C:2]1[CH:3]=[CH:4][C:5]([OH:17])=[C:6]([C:8]2[N:13]=[C:12]([C:14]([OH:16])=[O:15])[CH:11]=[CH:10][CH:9]=2)[CH:7]=1.[N+:18]([O-])([OH:20])=[O:19], predict the reaction product. The product is: [Cl:1][C:2]1[CH:3]=[C:4]([N+:18]([O-:20])=[O:19])[C:5]([OH:17])=[C:6]([C:8]2[N:13]=[C:12]([C:14]([OH:16])=[O:15])[CH:11]=[CH:10][CH:9]=2)[CH:7]=1. (9) Given the reactants [N+:1]([C:4]1[CH:9]=[C:8]([N+:10]([O-])=O)[CH:7]=[C:6]([CH3:13])[C:5]=1[O:14][CH3:15])([O-])=O.C(O)C.[H][H].[ClH:21], predict the reaction product. The product is: [ClH:21].[ClH:21].[NH2:1][C:4]1[CH:9]=[C:8]([NH2:10])[CH:7]=[C:6]([CH3:13])[C:5]=1[O:14][CH3:15].